This data is from Experimentally validated miRNA-target interactions with 360,000+ pairs, plus equal number of negative samples. The task is: Binary Classification. Given a miRNA mature sequence and a target amino acid sequence, predict their likelihood of interaction. (1) The miRNA is hsa-miR-526b-3p with sequence GAAAGUGCUUCCUUUUAGAGGC. The protein sequence of the target gene is MPVSTSLHQDGSQERPVSLTSTTSSSGSSCDSRSAMEEPSSSEAPAKNGAGSLRSRHLPNSNNNSSSWLNVKGPLSPFNSRAAAGPAHHKLSYLGRVVREIVETERMYVQDLRSIVEDYLLKIIDTPGLLKPEQVSALFGNIENIYALNSQLLRDLDSCNSDPVAVASCFVERSQEFDIYTQYCNNYPNSVAALTECMRDKQQAKFFRDRQELLQHSLPLGSYLLKPVQRILKYHLLLQEIAKHFDEEEDGFEVVEDAIDTMTCVAWYINDMKRRHEHAVRLQEIQSLLINWKGPDLTTY.... Result: 0 (no interaction). (2) The miRNA is hsa-miR-4749-3p with sequence CGCCCCUCCUGCCCCCACAG. The protein sequence of the target gene is MRLSTATLLLLLASCLSPGHGILEAHYTNLKCRCSGVISTVVGLNIIDRIQVTPPGNGCPKTEVVIWTKMKKVICVNPRAKWLQRLLRHVQSKSLSSTPQAPVSKRRAA. Result: 0 (no interaction).